Dataset: Reaction yield outcomes from USPTO patents with 853,638 reactions. Task: Predict the reaction yield, written as a fraction of the theoretical maximum amount of product (1.0 means a 100% yield; for example, 0.34 means a 34% yield). (1) The reactants are C[O:2][C:3](=[O:21])[C:4]1[CH:9]=[C:8]([N:10]([S:12]([CH3:15])(=[O:14])=[O:13])[CH3:11])[N:7]=[C:6]([NH:16][C@H:17]([CH2:19][CH3:20])[CH3:18])[CH:5]=1.[OH-].[K+:23].Cl. The catalyst is O. The product is [K+:23].[C@@H:17]([NH:16][C:6]1[CH:5]=[C:4]([CH:9]=[C:8]([N:10]([S:12]([CH3:15])(=[O:14])=[O:13])[CH3:11])[N:7]=1)[C:3]([O-:21])=[O:2])([CH2:19][CH3:20])[CH3:18]. The yield is 1.00. (2) The reactants are [O:1]([C:8]1[CH:9]=[C:10]([NH:14][CH2:15][C:16]2[CH:21]=[CH:20][CH:19]=[C:18]([OH:22])[CH:17]=2)[CH:11]=[CH:12][CH:13]=1)[C:2]1[CH:7]=[CH:6][CH:5]=[CH:4][CH:3]=1.[F:23][C:24]([F:29])([F:28])[CH:25]1[O:27][CH2:26]1. No catalyst specified. The product is [O:1]([C:8]1[CH:9]=[C:10]([N:14]([CH2:15][C:16]2[CH:21]=[CH:20][CH:19]=[C:18]([O:22][CH2:26][CH:25]([OH:27])[C:24]([F:29])([F:28])[F:23])[CH:17]=2)[CH2:26][CH:25]([OH:27])[C:24]([F:29])([F:28])[F:23])[CH:11]=[CH:12][CH:13]=1)[C:2]1[CH:3]=[CH:4][CH:5]=[CH:6][CH:7]=1. The yield is 0.770. (3) The reactants are Cl[C:2]1[S:6][N:5]=[C:4]([C:7]2[CH:12]=[CH:11][N:10]=[CH:9][CH:8]=2)[N:3]=1.Cl.Cl.[CH3:15][O:16][C:17]1[CH:18]=[C:19]([CH:28]=[CH:29][CH:30]=1)[CH2:20][CH2:21][N:22]1[CH2:27][CH2:26][NH:25][CH2:24][CH2:23]1.CCN(C(C)C)C(C)C. The catalyst is CCO. The product is [CH3:15][O:16][C:17]1[CH:18]=[C:19]([CH2:20][CH2:21][N:22]2[CH2:23][CH2:24][N:25]([C:2]3[S:6][N:5]=[C:4]([C:7]4[CH:12]=[CH:11][N:10]=[CH:9][CH:8]=4)[N:3]=3)[CH2:26][CH2:27]2)[CH:28]=[CH:29][CH:30]=1. The yield is 0.150. (4) The reactants are C(NC(C)C)(C)C.C([Li])CCC.[Cl:13][C:14]1[CH:15]=[C:16]([CH2:20][C:21]([OH:23])=[O:22])[CH:17]=[CH:18][CH:19]=1.[CH:24]1(Br)[CH2:28][CH2:27][CH2:26][CH2:25]1. The catalyst is O1CCCC1. The product is [Cl:13][C:14]1[CH:15]=[C:16]([CH:20]([CH:24]2[CH2:28][CH2:27][CH2:26][CH2:25]2)[C:21]([OH:23])=[O:22])[CH:17]=[CH:18][CH:19]=1. The yield is 0.790. (5) The reactants are [Cl:1][C:2]1[CH:7]=[CH:6][CH:5]=[CH:4][C:3]=1[N:8]([CH3:28])[C:9]([C:11]1[S:27][C:14]2[C:15]3[CH:23]=[CH:22][C:21]([C:24](O)=[O:25])=[CH:20][C:16]=3[O:17][CH2:18][CH2:19][C:13]=2[CH:12]=1)=[O:10].[NH:29]([CH3:31])[CH3:30].Cl.N1C=CC=CC=1.ClC1C=CC=CC=1N(C)C(C1SC2C3C=CC(C(Cl)=O)=CC=3OCCC=2C=1)=O. The catalyst is O=S(Cl)Cl.C1COCC1. The product is [Cl:1][C:2]1[CH:7]=[CH:6][CH:5]=[CH:4][C:3]=1[N:8]([CH3:28])[C:9]([C:11]1[S:27][C:14]2[C:15]3[CH:23]=[CH:22][C:21]([C:24]([N:29]([CH3:31])[CH3:30])=[O:25])=[CH:20][C:16]=3[O:17][CH2:18][CH2:19][C:13]=2[CH:12]=1)=[O:10]. The yield is 0.820. (6) The reactants are Cl[CH2:2][CH2:3][CH2:4][N:5]1[C:9]2[CH:10]=[CH:11][CH:12]=[CH:13][C:8]=2[N:7]=[N:6]1.[NH:14]1[CH2:19][CH2:18][CH:17]([C:20]2[C:24]3[CH:25]=[CH:26][CH:27]=[CH:28][C:23]=3[O:22][N:21]=2)[CH2:16][CH2:15]1.C(N(C(C)C)CC)(C)C.[I-].[K+]. The catalyst is C(#N)C. The product is [N:5]1([CH2:4][CH2:3][CH2:2][N:14]2[CH2:15][CH2:16][CH:17]([C:20]3[C:24]4[CH:25]=[CH:26][CH:27]=[CH:28][C:23]=4[O:22][N:21]=3)[CH2:18][CH2:19]2)[C:9]2[CH:10]=[CH:11][CH:12]=[CH:13][C:8]=2[N:7]=[N:6]1. The yield is 0.697. (7) The reactants are [CH2:1]([O:8][C:9]1[N:10]=[N:11][C:12](Cl)=[CH:13][C:14]=1[O:15][CH2:16][C:17]1[CH:22]=[CH:21][CH:20]=[CH:19][CH:18]=1)[C:2]1[CH:7]=[CH:6][CH:5]=[CH:4][CH:3]=1.C1CCN2C(=NCCC2)CC1.[C:35]([C:37]1[CH:42]=[CH:41][CH:40]=[CH:39][CH:38]=1)#[CH:36]. The catalyst is O1CCCC1.C(OCC)(=O)C.Cl[Pd](Cl)([P](C1C=CC=CC=1)(C1C=CC=CC=1)C1C=CC=CC=1)[P](C1C=CC=CC=1)(C1C=CC=CC=1)C1C=CC=CC=1.[Cu]I. The product is [CH2:1]([O:8][C:9]1[N:10]=[N:11][C:12]([C:36]#[C:35][C:37]2[CH:42]=[CH:41][CH:40]=[CH:39][CH:38]=2)=[CH:13][C:14]=1[O:15][CH2:16][C:17]1[CH:22]=[CH:21][CH:20]=[CH:19][CH:18]=1)[C:2]1[CH:7]=[CH:6][CH:5]=[CH:4][CH:3]=1. The yield is 0.610. (8) The reactants are [C:1]([O:5][C:6]([NH:8][C@@H:9]([CH3:16])/[CH:10]=[CH:11]/[C:12]([O:14][CH3:15])=[O:13])=[O:7])([CH3:4])([CH3:3])[CH3:2].C(OC(N[C@H](C)C(N(OC)C)=O)=O)(C)(C)C. No catalyst specified. The product is [C:1]([O:5][C:6]([NH:8][C@H:9]([CH3:16])/[CH:10]=[CH:11]/[C:12]([O:14][CH3:15])=[O:13])=[O:7])([CH3:4])([CH3:3])[CH3:2]. The yield is 0.790. (9) The reactants are [CH3:1][O:2][C:3](=[O:41])[NH:4][CH:5]([CH:35]1[CH2:40][CH2:39][O:38][CH2:37][CH2:36]1)[C:6](=[O:34])[N:7]1[CH:12]([C:13]2[NH:14][C:15]([C:18]3[CH:23]=[CH:22][C:21](B4OC(C)(C)C(C)(C)O4)=[CH:20][CH:19]=3)=[CH:16][N:17]=2)[CH:11]2[CH2:33][CH:8]1[CH2:9][CH2:10]2.[C:42]([O:46][C:47]([N:49]1[CH2:53][CH2:52][CH2:51][CH:50]1[C:54]1[NH:55][C:56]([C:59]2[CH:68]=[CH:67][C:66]3[C:61](=[CH:62][CH:63]=[C:64](Br)[CH:65]=3)[CH:60]=2)=[CH:57][N:58]=1)=[O:48])([CH3:45])([CH3:44])[CH3:43].P([O-])([O-])([O-])=O.[K+].[K+].[K+]. The catalyst is COCCOC.C1C=CC([P]([Pd]([P](C2C=CC=CC=2)(C2C=CC=CC=2)C2C=CC=CC=2)([P](C2C=CC=CC=2)(C2C=CC=CC=2)C2C=CC=CC=2)[P](C2C=CC=CC=2)(C2C=CC=CC=2)C2C=CC=CC=2)(C2C=CC=CC=2)C2C=CC=CC=2)=CC=1. The product is [C:42]([O:46][C:47]([N:49]1[CH2:53][CH2:52][CH2:51][CH:50]1[C:54]1[NH:55][C:56]([C:59]2[CH:68]=[CH:67][C:66]3[C:61](=[CH:62][CH:63]=[C:64]([C:21]4[CH:22]=[CH:23][C:18]([C:15]5[NH:14][C:13]([CH:12]6[CH:11]7[CH2:33][CH:8]([CH2:9][CH2:10]7)[N:7]6[C:6](=[O:34])[CH:5]([NH:4][C:3]([O:2][CH3:1])=[O:41])[CH:35]6[CH2:36][CH2:37][O:38][CH2:39][CH2:40]6)=[N:17][CH:16]=5)=[CH:19][CH:20]=4)[CH:65]=3)[CH:60]=2)=[CH:57][N:58]=1)=[O:48])([CH3:45])([CH3:44])[CH3:43]. The yield is 0.760.